Dataset: Reaction yield outcomes from USPTO patents with 853,638 reactions. Task: Predict the reaction yield, written as a fraction of the theoretical maximum amount of product (1.0 means a 100% yield; for example, 0.34 means a 34% yield). (1) The reactants are Br[C:2]1[CH:7]=[CH:6][C:5]([F:8])=[CH:4][C:3]=1[CH3:9].[C:10]([Cu])#[N:11]. The catalyst is CN(C=O)C.O. The product is [F:8][C:5]1[CH:6]=[CH:7][C:2]([C:10]#[N:11])=[C:3]([CH3:9])[CH:4]=1. The yield is 0.600. (2) The reactants are [NH2:1][C:2]1[N:6]([C:7]2[CH:12]=[CH:11][N:10]=[C:9]([O:13][CH2:14][CH2:15][OH:16])[CH:8]=2)[N:5]=[C:4]([C:17]([CH3:20])([CH3:19])[CH3:18])[CH:3]=1.[OH-].[Na+].Cl[C:24]([O:26][CH2:27][C:28]([Cl:31])([Cl:30])[Cl:29])=[O:25]. The catalyst is CCOC(C)=O. The product is [Cl:29][C:28]([Cl:31])([Cl:30])[CH2:27][O:26][C:24](=[O:25])[NH:1][C:2]1[N:6]([C:7]2[CH:12]=[CH:11][N:10]=[C:9]([O:13][CH2:14][CH2:15][OH:16])[CH:8]=2)[N:5]=[C:4]([C:17]([CH3:20])([CH3:19])[CH3:18])[CH:3]=1. The yield is 0.330. (3) The reactants are [CH2:1]([O:8][C:9]1[CH:10]=[C:11]2[C:16](=[CH:17][CH:18]=1)[C:15](=[O:19])[N:14]([CH2:20][CH:21]([CH3:23])[CH3:22])[C:13]([CH2:24]O)=[C:12]2[O:26][CH2:27][CH2:28][CH2:29][C:30]([F:33])([F:32])[F:31])[C:2]1[CH:7]=[CH:6][CH:5]=[CH:4][CH:3]=1.S(Cl)([Cl:36])=O.C(=O)([O-])O.[Na+]. The catalyst is C1(C)C=CC=CC=1. The product is [CH2:1]([O:8][C:9]1[CH:10]=[C:11]2[C:16](=[CH:17][CH:18]=1)[C:15](=[O:19])[N:14]([CH2:20][CH:21]([CH3:23])[CH3:22])[C:13]([CH2:24][Cl:36])=[C:12]2[O:26][CH2:27][CH2:28][CH2:29][C:30]([F:33])([F:32])[F:31])[C:2]1[CH:7]=[CH:6][CH:5]=[CH:4][CH:3]=1. The yield is 0.888. (4) The reactants are [N+:1]([C:4]1[CH:12]=[CH:11][C:7]([C:8]([OH:10])=[O:9])=[CH:6][CH:5]=1)([O-:3])=[O:2].C(Cl)(=O)C(Cl)=O.[CH2:19]([O:21][C:22]([C@@:24]1([NH:29][C:30]([N:32]2[CH2:36][C@H:35](O)[CH2:34][C@H:33]2[C:38](=[O:47])[N:39]([CH2:41][CH2:42][CH2:43][CH2:44][CH:45]=[CH2:46])[CH3:40])=[O:31])[CH2:26][C@@H:25]1[CH:27]=[CH2:28])=[O:23])[CH3:20].C(N(CC)CC)C. The catalyst is C(Cl)Cl.C(Cl)Cl.CO.CN(C=O)C. The product is [N+:1]([C:4]1[CH:5]=[CH:6][C:7]([C:8]([O:10][C@@H:35]2[CH2:34][C@@H:33]([C:38](=[O:47])[N:39]([CH2:41][CH2:42][CH2:43][CH2:44][CH:45]=[CH2:46])[CH3:40])[N:32]([C:30](=[O:31])[NH:29][C@:24]3([C:22]([O:21][CH2:19][CH3:20])=[O:23])[CH2:26][C@H:25]3[CH:27]=[CH2:28])[CH2:36]2)=[O:9])=[CH:11][CH:12]=1)([O-:3])=[O:2]. The yield is 0.930. (5) The reactants are [CH3:1][N:2]1[C:6]([C:7]2[CH:8]=[C:9]([C:12]([OH:14])=O)[O:10][CH:11]=2)=[CH:5][CH:4]=[N:3]1.[NH2:15][C@@H:16]([CH2:29][C:30]1[CH:35]=[CH:34][CH:33]=[CH:32][C:31]=1[C:36]([F:39])([F:38])[F:37])[CH2:17][N:18]1[C:26](=[O:27])[C:25]2[C:20](=[CH:21][CH:22]=[CH:23][CH:24]=2)[C:19]1=[O:28].C(N(CC)C(C)C)(C)C.F[P-](F)(F)(F)(F)F.Br[P+](N1CCCC1)(N1CCCC1)N1CCCC1. The catalyst is C(Cl)Cl. The product is [O:27]=[C:26]1[C:25]2[C:20](=[CH:21][CH:22]=[CH:23][CH:24]=2)[C:19](=[O:28])[N:18]1[CH2:17][C@@H:16]([NH:15][C:12]([C:9]1[O:10][CH:11]=[C:7]([C:6]2[N:2]([CH3:1])[N:3]=[CH:4][CH:5]=2)[CH:8]=1)=[O:14])[CH2:29][C:30]1[CH:35]=[CH:34][CH:33]=[CH:32][C:31]=1[C:36]([F:38])([F:37])[F:39]. The yield is 0.500. (6) The reactants are C[O:2][C:3]([C:5]1[N:6]([C:10]([CH2:19][C:20]2[CH:25]=[CH:24][C:23]([F:26])=[C:22]([Cl:27])[CH:21]=2)([CH3:18])[C:11](=[O:17])[CH2:12][C:13]([O:15][CH3:16])=[O:14])[CH:7]=[CH:8][CH:9]=1)=O.C[O-].[Na+]. The catalyst is CO. The product is [CH3:16][O:15][C:13]([C:12]1[C:11](=[O:17])[C:10]([CH2:19][C:20]2[CH:25]=[CH:24][C:23]([F:26])=[C:22]([Cl:27])[CH:21]=2)([CH3:18])[N:6]2[C:5]([C:3]=1[OH:2])=[CH:9][CH:8]=[CH:7]2)=[O:14]. The yield is 0.380. (7) No catalyst specified. The product is [C:10]1([NH:12][C:13](=[O:31])[O:14][CH:15]2[CH2:20][C:19]([CH3:22])([CH3:21])[N:18]([O:23][C:24](=[O:28])[NH:25][C:26]3[CH:4]=[CH:5][CH:6]=[CH:1][CH:27]=3)[C:17]([CH3:29])([CH3:30])[CH2:16]2)[CH:1]=[CH:6][CH:5]=[CH:4][CH:11]=1. The reactants are [C:1]1(N=C=O)[CH:6]=[CH:5][CH:4]=CC=1.[CH2:10]([NH:12][C:13](=[O:31])[O:14][CH:15]1[CH2:20][C:19]([CH3:22])([CH3:21])[N:18]([O:23][C:24](=[O:28])[NH:25][CH2:26][CH3:27])[C:17]([CH3:30])([CH3:29])[CH2:16]1)[CH3:11]. The yield is 0.640. (8) The reactants are [NH2:1][C:2]1[CH:3]=[C:4]([F:58])[C:5]([S:52]([CH:55]2[CH2:57][CH2:56]2)(=[O:54])=[O:53])=[C:6]([CH2:8][N:9]([CH3:51])[C:10]([CH:12]([NH:24][C:25]2[CH:26]=[C:27]3[C:32](=[CH:33][C:34]=2[F:35])[C:31]([N:36]([C:44]([O:46][C:47]([CH3:50])([CH3:49])[CH3:48])=[O:45])[C:37](=[O:43])[O:38][C:39]([CH3:42])([CH3:41])[CH3:40])=[N:30][CH:29]=[CH:28]3)[C:13]2[CH:18]=[CH:17][C:16]([C@@H:19]([CH3:22])[CH2:20][OH:21])=[C:15]([CH3:23])[CH:14]=2)=[O:11])[CH:7]=1.[C:59](Cl)(Cl)=[O:60]. The catalyst is C(#N)C.ClCCl. The product is [C:39]([O:38][C:37]([N:36]([C:31]1[C:32]2[C:27](=[CH:26][C:25]([NH:24][C@H:12]3[C:10](=[O:11])[N:9]([CH3:51])[CH2:8][C:6]4[CH:7]=[C:2]([CH:3]=[C:4]([F:58])[C:5]=4[S:52]([CH:55]4[CH2:56][CH2:57]4)(=[O:53])=[O:54])[NH:1][C:59](=[O:60])[O:21][CH2:20][C@H:19]([CH3:22])[C:16]4[CH:17]=[CH:18][C:13]3=[CH:14][C:15]=4[CH3:23])=[C:34]([F:35])[CH:33]=2)[CH:28]=[CH:29][N:30]=1)[C:44](=[O:45])[O:46][C:47]([CH3:48])([CH3:49])[CH3:50])=[O:43])([CH3:41])([CH3:40])[CH3:42]. The yield is 0.463. (9) The reactants are [Br:1][C:2]1[CH:3]=[C:4]([C:7]([NH:9][C@@H:10]([CH2:20][C:21]2[CH:26]=[CH:25][CH:24]=[CH:23][CH:22]=2)[CH2:11][NH:12][C:13](=[O:19])[O:14][C:15]([CH3:18])([CH3:17])[CH3:16])=[O:8])[S:5][CH:6]=1.N[C@@H](CC1C=CC([Cl:48])=CC=1Cl)CN1C(=O)C2C(=CC=CC=2)C1=O.C1C(=O)N(Cl)C(=O)C1. The catalyst is CN(C=O)C. The product is [Br:1][C:2]1[CH:3]=[C:4]([C:7]([NH:9][C@@H:10]([CH2:20][C:21]2[CH:22]=[CH:23][CH:24]=[CH:25][CH:26]=2)[CH2:11][NH:12][C:13](=[O:19])[O:14][C:15]([CH3:18])([CH3:17])[CH3:16])=[O:8])[S:5][C:6]=1[Cl:48]. The yield is 0.650. (10) The reactants are CC([N:5]([CH:9]1[CH2:15][CH2:14][C:13]2[CH:16]=[C:17]([C:20]([OH:26])([OH:25])[C:21]([F:24])([F:23])[F:22])[CH:18]=[CH:19][C:12]=2[N:11]([CH3:27])[C:10]1=[O:28])C(=O)[O-])(C)C.Cl. The catalyst is C(Cl)Cl. The product is [NH2:5][CH:9]1[CH2:15][CH2:14][C:13]2[CH:16]=[C:17]([C:20]([OH:25])([OH:26])[C:21]([F:23])([F:22])[F:24])[CH:18]=[CH:19][C:12]=2[N:11]([CH3:27])[C:10]1=[O:28]. The yield is 1.00.